Task: Regression. Given a peptide amino acid sequence and an MHC pseudo amino acid sequence, predict their binding affinity value. This is MHC class I binding data.. Dataset: Peptide-MHC class I binding affinity with 185,985 pairs from IEDB/IMGT (1) The peptide sequence is FLQRTDLSY. The MHC is HLA-B18:01 with pseudo-sequence HLA-B18:01. The binding affinity (normalized) is 0.213. (2) The peptide sequence is VLTDNCKNQW. The MHC is Mamu-B17 with pseudo-sequence Mamu-B17. The binding affinity (normalized) is 0.385. (3) The peptide sequence is MTRVTNNVY. The MHC is HLA-A26:01 with pseudo-sequence HLA-A26:01. The binding affinity (normalized) is 0.495. (4) The peptide sequence is DFFLKSKFNI. The MHC is HLA-A23:01 with pseudo-sequence HLA-A23:01. The binding affinity (normalized) is 0.472. (5) The peptide sequence is STEIGLLVG. The MHC is HLA-A01:01 with pseudo-sequence HLA-A01:01. The binding affinity (normalized) is 0.0847. (6) The peptide sequence is GLYPQLSAI. The MHC is HLA-A02:12 with pseudo-sequence HLA-A02:12. The binding affinity (normalized) is 0.834. (7) The peptide sequence is MLVTPSMTMR. The MHC is HLA-A31:01 with pseudo-sequence HLA-A31:01. The binding affinity (normalized) is 0.565. (8) The peptide sequence is AEGTGITHL. The MHC is HLA-A26:01 with pseudo-sequence HLA-A26:01. The binding affinity (normalized) is 0.0847.